From a dataset of Forward reaction prediction with 1.9M reactions from USPTO patents (1976-2016). Predict the product of the given reaction. (1) Given the reactants [CH:1]1[C:6]([N+:7]([O-])=O)=[CH:5][CH:4]=[C:3]([OH:10])[CH:2]=1.Br[CH2:12][CH2:13][CH2:14][C:15]([O:17]CC)=[O:16].C(=O)([O-])[O-].[K+].[K+].[C:26](ON1C(=O)CCC1=O)([O:28][CH2:29][CH:30]1[C:42]2[C:37](=[CH:38][CH:39]=[CH:40][CH:41]=2)[C:36]2[C:31]1=[CH:32][CH:33]=[CH:34][CH:35]=2)=[O:27], predict the reaction product. The product is: [C:26]([C:4]1[CH:5]=[C:6]([NH2:7])[CH:1]=[CH:2][C:3]=1[O:10][CH2:12][CH2:13][CH2:14][C:15]([OH:17])=[O:16])([O:28][CH2:29][CH:30]1[C:31]2[C:36](=[CH:35][CH:34]=[CH:33][CH:32]=2)[C:37]2[C:42]1=[CH:41][CH:40]=[CH:39][CH:38]=2)=[O:27]. (2) Given the reactants [Cl:1][C:2]1[C:3]([NH:15][C:16]2[CH:17]=[C:18]([NH:23]C(=O)OC(C)(C)C)[CH:19]=[CH:20][C:21]=2[F:22])=[N:4][C:5]([NH:8][C:9]2[S:13][N:12]=[C:11]([CH3:14])[CH:10]=2)=[N:6][CH:7]=1.C(O)(C(F)(F)F)=O, predict the reaction product. The product is: [NH2:23][C:18]1[CH:19]=[CH:20][C:21]([F:22])=[C:16]([NH:15][C:3]2[C:2]([Cl:1])=[CH:7][N:6]=[C:5]([NH:8][C:9]3[S:13][N:12]=[C:11]([CH3:14])[CH:10]=3)[N:4]=2)[CH:17]=1. (3) Given the reactants [Cl:1][C:2]1[CH:28]=[C:27]([Cl:29])[CH:26]=[CH:25][C:3]=1[C:4]([C:6]1[O:7][C:8]2[CH:15]=[C:14]([C:16]3[CH:17]=[C:18]([CH:22]=[CH:23][CH:24]=3)[C:19](O)=[O:20])[CH:13]=[CH:12][C:9]=2[C:10]=1[CH3:11])=[O:5].[CH3:30][O:31][CH2:32][CH2:33][NH2:34].CCN=C=NCCCN(C)C.C(N(CC)C(C)C)(C)C, predict the reaction product. The product is: [Cl:1][C:2]1[CH:28]=[C:27]([Cl:29])[CH:26]=[CH:25][C:3]=1[C:4]([C:6]1[O:7][C:8]2[CH:15]=[C:14]([C:16]3[CH:17]=[C:18]([CH:22]=[CH:23][CH:24]=3)[C:19]([NH:34][CH2:33][CH2:32][O:31][CH3:30])=[O:20])[CH:13]=[CH:12][C:9]=2[C:10]=1[CH3:11])=[O:5]. (4) Given the reactants [CH3:1][C:2]1[N:3]=[CH:4][O:5][C:6]=1[C:7](O)=O.[CH3:10][NH:11][C:12](=[S:15])[NH:13][NH2:14].CCN(C(C)C)C(C)C.C(P1(=O)OP(CCC)(=O)OP(CCC)(=O)O1)CC, predict the reaction product. The product is: [CH3:10][N:11]1[C:7]([C:6]2[O:5][CH:4]=[N:3][C:2]=2[CH3:1])=[N:14][NH:13][C:12]1=[S:15]. (5) Given the reactants [C:1]([O:20][CH3:21])(=[O:19])[CH2:2][CH2:3][CH2:4][CH2:5][CH2:6][CH2:7][CH2:8][CH2:9][CH2:10][CH2:11][CH2:12][CH2:13][CH2:14][CH2:15][CH2:16][CH2:17][CH3:18].OC1[CH2:28][C:27]([CH3:30])([CH3:29])[N:26]([O:31][CH2:32][C:33]([OH:36])([CH3:35])[CH3:34])[C:25]([CH3:38])([CH3:37])[CH2:24]1.[NH2-].[Li+], predict the reaction product. The product is: [OH:36][C:33]([CH3:35])([CH3:34])[CH2:32][O:31][N:26]1[C:27]([CH3:30])([CH3:29])[CH2:28][CH:21]([O:20][C:1](=[O:19])[CH2:2][CH2:3][CH2:4][CH2:5][CH2:6][CH2:7][CH2:8][CH2:9][CH2:10][CH2:11][CH2:12][CH2:13][CH2:14][CH2:15][CH2:16][CH2:17][CH3:18])[CH2:24][C:25]1([CH3:38])[CH3:37]. (6) Given the reactants [NH3:1].C1COCC1.[F:7][C:8]1[CH:13]=[CH:12][CH:11]=[CH:10][C:9]=1[C:14]1[O:18][N:17]=[C:16]([C:19]2[CH:20]=[C:21]([CH:25]=[CH:26][CH:27]=2)[C:22](Cl)=[O:23])[N:15]=1, predict the reaction product. The product is: [F:7][C:8]1[CH:13]=[CH:12][CH:11]=[CH:10][C:9]=1[C:14]1[O:18][N:17]=[C:16]([C:19]2[CH:20]=[C:21]([CH:25]=[CH:26][CH:27]=2)[C:22]([NH2:1])=[O:23])[N:15]=1. (7) Given the reactants Br[C:2]1[CH:3]=[C:4]2[C:16](=[CH:17][CH:18]=1)[O:15][C:7]1([CH2:12][CH2:11][CH:10]([O:13][CH3:14])[CH2:9][CH2:8]1)[CH2:6][C:5]2=[O:19].[C:20]([C:22]1[CH:23]=[C:24](B(O)O)[CH:25]=[CH:26][CH:27]=1)#[N:21].C(=O)([O-])[O-].[Cs+].[Cs+], predict the reaction product. The product is: [CH3:14][O:13][CH:10]1[CH2:11][CH2:12][C:7]2([CH2:6][C:5](=[O:19])[C:4]3[C:16](=[CH:17][CH:18]=[C:2]([C:26]4[CH:27]=[C:22]([CH:23]=[CH:24][CH:25]=4)[C:20]#[N:21])[CH:3]=3)[O:15]2)[CH2:8][CH2:9]1.